Dataset: Forward reaction prediction with 1.9M reactions from USPTO patents (1976-2016). Task: Predict the product of the given reaction. (1) Given the reactants O[C@H:2]([C:4]1[CH:5]=[C:6]([CH:9]=[CH:10][N:11]=1)[C:7]#[N:8])[CH3:3].C1C(=O)N([Cl:19])C(=O)C1.C1C=CC(P(C2C=CC=CC=2)C2C=CC=CC=2)=CC=1, predict the reaction product. The product is: [Cl:19][C@@H:2]([C:4]1[CH:5]=[C:6]([CH:9]=[CH:10][N:11]=1)[C:7]#[N:8])[CH3:3]. (2) The product is: [Br:1][C:2]1[CH:7]=[CH:6][C:5]([O:8][C:15]2[CH:20]=[CH:19][N+:18]([O-:21])=[C:17]([CH3:22])[CH:16]=2)=[CH:4][C:3]=1[F:9]. Given the reactants [Br:1][C:2]1[CH:7]=[CH:6][C:5]([OH:8])=[CH:4][C:3]=1[F:9].[H-].[Na+].[N+]([C:15]1[CH:16]=[C:17]([CH3:22])[N+:18]([O-:21])=[CH:19][CH:20]=1)([O-])=O, predict the reaction product.